From a dataset of Catalyst prediction with 721,799 reactions and 888 catalyst types from USPTO. Predict which catalyst facilitates the given reaction. Reactant: FC(F)(F)C([NH:5][CH:6]1[CH2:14][C:13]2[C:8](=[CH:9][CH:10]=[C:11]([NH:15][C:16]3[N:21]=[C:20]([C:22]4[C:23]([C:31]5[CH:36]=[CH:35][CH:34]=[C:33]([NH:37][C:38](=[O:45])[CH2:39][C:40]6[S:41][CH:42]=[CH:43][CH:44]=6)[CH:32]=5)=[N:24][N:25]5[CH:30]=[CH:29][CH:28]=[CH:27][C:26]=45)[CH:19]=[CH:18][N:17]=3)[CH:12]=2)[CH2:7]1)=O.[Li+].[OH-]. Product: [NH2:5][CH:6]1[CH2:14][C:13]2[C:8](=[CH:9][CH:10]=[C:11]([NH:15][C:16]3[N:21]=[C:20]([C:22]4[C:23]([C:31]5[CH:32]=[C:33]([NH:37][C:38](=[O:45])[CH2:39][C:40]6[S:41][CH:42]=[CH:43][CH:44]=6)[CH:34]=[CH:35][CH:36]=5)=[N:24][N:25]5[CH:30]=[CH:29][CH:28]=[CH:27][C:26]=45)[CH:19]=[CH:18][N:17]=3)[CH:12]=2)[CH2:7]1. The catalyst class is: 5.